From a dataset of Peptide-MHC class I binding affinity with 185,985 pairs from IEDB/IMGT. Regression. Given a peptide amino acid sequence and an MHC pseudo amino acid sequence, predict their binding affinity value. This is MHC class I binding data. (1) The peptide sequence is SADPLASLL. The MHC is HLA-A11:01 with pseudo-sequence HLA-A11:01. The binding affinity (normalized) is 0.0847. (2) The peptide sequence is IMNLEMIDER. The MHC is HLA-A03:01 with pseudo-sequence HLA-A03:01. The binding affinity (normalized) is 0. (3) The peptide sequence is YSGNIVHRY. The MHC is HLA-B27:03 with pseudo-sequence HLA-B27:03. The binding affinity (normalized) is 0.0847. (4) The peptide sequence is THFQRKRRV. The MHC is HLA-B08:02 with pseudo-sequence HLA-B08:02. The binding affinity (normalized) is 0.0847. (5) The peptide sequence is HKNKFMAIL. The MHC is HLA-B08:01 with pseudo-sequence HLA-B08:01. The binding affinity (normalized) is 0.0146. (6) The peptide sequence is GYQPYRVVVL. The MHC is HLA-A29:02 with pseudo-sequence HLA-A29:02. The binding affinity (normalized) is 0.342.